From a dataset of NCI-60 drug combinations with 297,098 pairs across 59 cell lines. Regression. Given two drug SMILES strings and cell line genomic features, predict the synergy score measuring deviation from expected non-interaction effect. (1) Drug 2: C(CN)CNCCSP(=O)(O)O. Cell line: NCI-H522. Drug 1: CCC1(CC2CC(C3=C(CCN(C2)C1)C4=CC=CC=C4N3)(C5=C(C=C6C(=C5)C78CCN9C7C(C=CC9)(C(C(C8N6C)(C(=O)OC)O)OC(=O)C)CC)OC)C(=O)OC)O.OS(=O)(=O)O. Synergy scores: CSS=2.46, Synergy_ZIP=-1.31, Synergy_Bliss=-1.74, Synergy_Loewe=-1.06, Synergy_HSA=-0.319. (2) Drug 1: C1=NC2=C(N=C(N=C2N1C3C(C(C(O3)CO)O)O)F)N. Drug 2: CCCCCOC(=O)NC1=NC(=O)N(C=C1F)C2C(C(C(O2)C)O)O. Cell line: A549. Synergy scores: CSS=-6.28, Synergy_ZIP=5.01, Synergy_Bliss=6.98, Synergy_Loewe=-1.35, Synergy_HSA=-1.48. (3) Drug 1: CN(C)N=NC1=C(NC=N1)C(=O)N. Drug 2: CCC1=C2CN3C(=CC4=C(C3=O)COC(=O)C4(CC)O)C2=NC5=C1C=C(C=C5)O. Cell line: KM12. Synergy scores: CSS=17.4, Synergy_ZIP=-10.7, Synergy_Bliss=-11.5, Synergy_Loewe=-6.26, Synergy_HSA=-5.48. (4) Drug 1: COC1=C(C=C2C(=C1)N=CN=C2NC3=CC(=C(C=C3)F)Cl)OCCCN4CCOCC4. Drug 2: CC1=C(C(CCC1)(C)C)C=CC(=CC=CC(=CC(=O)O)C)C. Cell line: MDA-MB-231. Synergy scores: CSS=8.99, Synergy_ZIP=-1.65, Synergy_Bliss=3.12, Synergy_Loewe=-2.28, Synergy_HSA=-1.55. (5) Drug 1: CN1C2=C(C=C(C=C2)N(CCCl)CCCl)N=C1CCCC(=O)O.Cl. Drug 2: C1CC(=O)NC(=O)C1N2C(=O)C3=CC=CC=C3C2=O. Cell line: BT-549. Synergy scores: CSS=0.735, Synergy_ZIP=-2.06, Synergy_Bliss=-4.65, Synergy_Loewe=-3.52, Synergy_HSA=-3.94. (6) Cell line: ACHN. Synergy scores: CSS=-7.01, Synergy_ZIP=10.2, Synergy_Bliss=7.50, Synergy_Loewe=-9.80, Synergy_HSA=-9.31. Drug 2: C1CN(P(=O)(OC1)NCCCl)CCCl. Drug 1: CNC(=O)C1=NC=CC(=C1)OC2=CC=C(C=C2)NC(=O)NC3=CC(=C(C=C3)Cl)C(F)(F)F. (7) Drug 1: CC1=C(C=C(C=C1)NC2=NC=CC(=N2)N(C)C3=CC4=NN(C(=C4C=C3)C)C)S(=O)(=O)N.Cl. Drug 2: CS(=O)(=O)OCCCCOS(=O)(=O)C. Cell line: SW-620. Synergy scores: CSS=11.8, Synergy_ZIP=1.54, Synergy_Bliss=-4.72, Synergy_Loewe=-14.9, Synergy_HSA=-14.5. (8) Drug 1: CCC(=C(C1=CC=CC=C1)C2=CC=C(C=C2)OCCN(C)C)C3=CC=CC=C3.C(C(=O)O)C(CC(=O)O)(C(=O)O)O. Drug 2: CCN(CC)CCCC(C)NC1=C2C=C(C=CC2=NC3=C1C=CC(=C3)Cl)OC. Cell line: UACC-257. Synergy scores: CSS=3.34, Synergy_ZIP=-1.43, Synergy_Bliss=-3.05, Synergy_Loewe=-4.07, Synergy_HSA=-3.08.